From a dataset of Forward reaction prediction with 1.9M reactions from USPTO patents (1976-2016). Predict the product of the given reaction. (1) Given the reactants [NH2:1]/[C:2](=[N:11]\[O:12][C:13]([C@H:15]1[CH2:19][CH2:18][C@H:17]([NH:20][C:21](=[O:27])[O:22][C:23]([CH3:26])([CH3:25])[CH3:24])[CH2:16]1)=O)/[CH:3]([OH:10])[C:4]1[CH:9]=[CH:8][CH:7]=[CH:6][CH:5]=1.O.O.O.C([O-])(=O)C.[Na+], predict the reaction product. The product is: [OH:10][CH:3]([C:4]1[CH:9]=[CH:8][CH:7]=[CH:6][CH:5]=1)[C:2]1[N:1]=[C:13]([C@H:15]2[CH2:19][CH2:18][C@H:17]([NH:20][C:21](=[O:27])[O:22][C:23]([CH3:26])([CH3:25])[CH3:24])[CH2:16]2)[O:12][N:11]=1. (2) Given the reactants [Cl:1][CH2:2][CH2:3][N:4]([P:8]([N:29]([CH2:33][CH2:34][Cl:35])[CH2:30][CH2:31][Cl:32])([O:10][CH2:11][CH2:12][S:13]([CH2:16][C@@H:17]([C:26]([OH:28])=[O:27])[NH:18]C(OC(C)(C)C)=O)(=[O:15])=[O:14])=[O:9])[CH2:5][CH2:6][Cl:7].Cl.C(OCC)C, predict the reaction product. The product is: [Cl:32][CH2:31][CH2:30][N:29]([P:8]([N:4]([CH2:3][CH2:2][Cl:1])[CH2:5][CH2:6][Cl:7])([O:10][CH2:11][CH2:12][S:13]([CH2:16][C@@H:17]([C:26]([OH:28])=[O:27])[NH2:18])(=[O:14])=[O:15])=[O:9])[CH2:33][CH2:34][Cl:35]. (3) Given the reactants [CH2:1]([C:3]1[C:11]2[C:10](=[O:12])[CH2:9][C:8]([CH3:14])([CH3:13])[CH2:7][C:6]=2[N:5]([C:15]2[CH:22]=[C:21](F)[C:18]([C:19]#[N:20])=[C:17]([F:24])[CH:16]=2)[N:4]=1)[CH3:2].C(N(CC)C(C)C)(C)C.[CH:34]1([NH2:38])[CH2:37][CH2:36][CH2:35]1, predict the reaction product. The product is: [CH:34]1([NH:38][C:21]2[CH:22]=[C:15]([N:5]3[C:6]4[CH2:7][C:8]([CH3:14])([CH3:13])[CH2:9][C:10](=[O:12])[C:11]=4[C:3]([CH2:1][CH3:2])=[N:4]3)[CH:16]=[C:17]([F:24])[C:18]=2[C:19]#[N:20])[CH2:37][CH2:36][CH2:35]1. (4) Given the reactants [CH2:1]([C:8]1[CH:13]=[CH:12][C:11]([N:14]2[CH2:19][CH2:18][CH:17]([CH2:20][C:21]3[N:26]=[C:25]([C:27]([NH:29][CH2:30][C:31]([O:33][CH2:34][CH3:35])=[O:32])=[O:28])[C:24]([OH:36])=[C:23]([CH3:37])[N:22]=3)[CH2:16][CH2:15]2)=[CH:10][CH:9]=1)[C:2]1[CH:7]=[CH:6][CH:5]=[CH:4][CH:3]=1.[Br:38]N1C(=O)CCC1=O.C(=O)([O-])O.[Na+], predict the reaction product. The product is: [CH2:1]([C:8]1[CH:9]=[CH:10][C:11]([N:14]2[CH2:19][CH2:18][CH:17]([CH2:20][C:21]3[N:26]=[C:25]([C:27]([NH:29][CH2:30][C:31]([O:33][CH2:34][CH3:35])=[O:32])=[O:28])[C:24]([OH:36])=[C:23]([CH3:37])[N:22]=3)[CH2:16][CH2:15]2)=[C:12]([Br:38])[CH:13]=1)[C:2]1[CH:7]=[CH:6][CH:5]=[CH:4][CH:3]=1. (5) The product is: [C:26]1([C@H:24]([NH:23][CH2:22][CH2:21][CH2:20][C:17]2[CH:18]=[CH:19][C:14]([C:8]3([C:6]([NH:5][CH2:4][C:3]([OH:36])=[O:2])=[O:7])[CH2:13][CH2:12][O:11][CH2:10][CH2:9]3)=[CH:15][CH:16]=2)[CH3:25])[C:35]2[C:30](=[CH:31][CH:32]=[CH:33][CH:34]=2)[CH:29]=[CH:28][CH:27]=1. Given the reactants C[O:2][C:3](=[O:36])[CH2:4][NH:5][C:6]([C:8]1([C:14]2[CH:19]=[CH:18][C:17]([CH2:20][CH2:21][CH2:22][NH:23][C@@H:24]([C:26]3[C:35]4[C:30](=[CH:31][CH:32]=[CH:33][CH:34]=4)[CH:29]=[CH:28][CH:27]=3)[CH3:25])=[CH:16][CH:15]=2)[CH2:13][CH2:12][O:11][CH2:10][CH2:9]1)=[O:7].[Li+].[OH-], predict the reaction product. (6) Given the reactants [H-].[Na+].[CH3:3][N:4]1[C:8]2[CH:9]=[C:10]3[C:15](=[CH:16][C:7]=2[N:6]([CH3:23])[C:5]1=[O:24])[C:14](=[O:17])[CH:13]([C:18]([O:20][CH2:21][CH3:22])=[O:19])[CH2:12][CH2:11]3.Br[CH2:26][CH2:27][CH2:28][Cl:29], predict the reaction product. The product is: [Cl:29][CH2:28][CH2:27][CH2:26][C:13]1([C:18]([O:20][CH2:21][CH3:22])=[O:19])[CH2:12][CH2:11][C:10]2[C:15](=[CH:16][C:7]3[N:6]([CH3:23])[C:5](=[O:24])[N:4]([CH3:3])[C:8]=3[CH:9]=2)[C:14]1=[O:17]. (7) Given the reactants [CH3:1][C:2]1([CH3:21])[CH:11]([N:12]2[C:16]([C:17]([OH:19])=O)=[CH:15][N:14]=[CH:13]2)[C:10]2[C:5](=[CH:6][CH:7]=[CH:8][CH:9]=2)[C:4](=[O:20])[O:3]1.CN(C)C=O.C(Cl)(=O)C(Cl)=O.[CH2:33]([NH2:40])[C:34]1[CH:39]=[CH:38][CH:37]=[CH:36][CH:35]=1, predict the reaction product. The product is: [CH2:33]([NH:40][C:17]([C:16]1[N:12]([CH:11]2[C:10]3[C:5](=[CH:6][CH:7]=[CH:8][CH:9]=3)[C:4](=[O:20])[O:3][C:2]2([CH3:21])[CH3:1])[CH:13]=[N:14][CH:15]=1)=[O:19])[C:34]1[CH:39]=[CH:38][CH:37]=[CH:36][CH:35]=1.